Dataset: Experimentally validated miRNA-target interactions with 360,000+ pairs, plus equal number of negative samples. Task: Binary Classification. Given a miRNA mature sequence and a target amino acid sequence, predict their likelihood of interaction. (1) The miRNA is hsa-miR-6853-5p with sequence AGCGUGGGAUGUCCAUGAAGUCAG. The protein sequence of the target gene is MSSVFGKPRAGSGPHSVPLEVNLAILGRRGAGKSALTVKFLTKRFISEYDPNLEDTYSSEETVDHQPVHLRVMDTADLDTPRNCERYLNWAHAFLVVYSVDSRASFEGSSSYLELLALHAKETQRGYPALLLGNKLDMAQYRQVTKAEGAALAGRFGCLFFEVSACLDFEHVQHVFHEAVREVRRELDKSPLARPLFISEEKTLSHQTPLTARHGLASCTFNTLSTASLKEMPTVAQAKLVTVKSSRAQSKRKAPTLTLLKGFKIF. Result: 0 (no interaction). (2) The miRNA is mmu-miR-425-5p with sequence AAUGACACGAUCACUCCCGUUGA. The protein sequence of the target gene is MLVHLFRVGIRGGPFPGRLLPPLRFQTFSAVRNTWRNGKTGQLHKAEGEYSDGYRSSSLLRAVAHLRSQLWAHLPRAPLAPRWSPSAWCWVGGALLGPMVLSKHPHLCLVALCEAEEAPPASSTPHVVGSRFNWKLFWQFLHPHLLVLGVAVVLALGAALVNVQIPLLLGQLVEVVAKYTRDHVGSFMTESQNLSTHLLILYGVQGLLTFGYLVLLSHVGERMAVDMRRALFSSLLRQDITFFDANKTGQLVSRLTTDVQEFKSSFKLVISQGLRSCTQVAGCLVSLSMLSTRLTLLLMV.... Result: 0 (no interaction). (3) The miRNA is hsa-miR-3116 with sequence UGCCUGGAACAUAGUAGGGACU. The protein sequence of the target gene is MPVVTTDAESETGIPKSLSNEPPSETMEEIEHTCPQPRLTLTAPAPFADETNCQCQAPHEKLTIAQARLGTPADRPVRVYADGIFDLFHSGHARALMQAKTLFPNSYLLVGVCSDDLTHKFKGFTVMNEAERYEALRHCRYVDEVIRDAPWTLTPEFLEKHKIDFVAHDDIPYSSAGSDDVYKHIKEAGMFVPTQRTEGISTSDIITRIVRDYDVYARRNLQRGYTAKELNVSFINEKRYRFQNQVDKMKEKVKNVEERSKEFVNRVEEKSHDLIQKWEEKSREFIGNFLELFGPDGAWK.... Result: 0 (no interaction). (4) The miRNA is hsa-miR-103b with sequence UCAUAGCCCUGUACAAUGCUGCU. The protein sequence of the target gene is MARGAEGGRGDAGWGLRGALAAVALLSALNAAGTVFALCQWRGLSSALRALEAQRGREQREDSALRSFLAELSRAPRGASAPPQDPASSARNKRSHSGEPAPHIRAESHDMLMMMTYSMVPIRVMVDLCNSTKGICLTGPSGPPGPPGAGGLPGHNGLDGQPGPQGPKGEKGANGKRGKMGIPGAAGNPGERGEKGDHGELGLQGNEGPPGQKGEKGDKGDVSNDVLLAGAKGDQGPPGPPGPPGPPGPPGPPGSRRAKGPRQPSMFNGQCPGETCAIPNDDTLVGKADEKASEHHSPQA.... Result: 1 (interaction).